Dataset: M1 muscarinic receptor agonist screen with 61,833 compounds. Task: Binary Classification. Given a drug SMILES string, predict its activity (active/inactive) in a high-throughput screening assay against a specified biological target. (1) The molecule is s1c(nnc1NC(=O)CCC)CC(OCC)=O. The result is 0 (inactive). (2) The drug is S1c2c(N(Cc3c(F)cccc3)C(=O)C1)cc(C(=O)NCCN1CCOCC1)cc2. The result is 0 (inactive). (3) The drug is O=C(NCc1ncccc1)CCC1CCCC1. The result is 0 (inactive). (4) The drug is S(=O)(=O)(Nc1ccccc1)C(F)(F)C(=O)N1CCOCC1. The result is 0 (inactive). (5) The drug is S(=O)(=O)(N(C1CCCCC1)CC(=O)NCc1ccncc1)c1ccc(cc1)C. The result is 0 (inactive). (6) The result is 0 (inactive). The molecule is O=C(c1cc(n(c1)C)c1n(c2c(n1)cccc2)C)C. (7) The drug is S1(=O)(=O)CC(N(C(=O)CCCC)c2ccc(OC)cc2)C=C1. The result is 0 (inactive). (8) The compound is FC(F)(F)c1cc2nnn(C3CCN(CC3)Cc3n(nnn3)Cc3ccc(cc3)C)c2cc1. The result is 0 (inactive). (9) The drug is Fc1ccc(Cn2nnnc2CN(Cc2cc3c([nH]c2=O)cc(cc3C)C)CCO)cc1. The result is 0 (inactive). (10) The molecule is O1CCN(CC1)c1ncc(C(=O)N2CCCCC2)cc1. The result is 0 (inactive).